From a dataset of Catalyst prediction with 721,799 reactions and 888 catalyst types from USPTO. Predict which catalyst facilitates the given reaction. Reactant: [F:1][C:2]1[C:3]([NH:20][C:21]2[CH:25]=[C:24]([O:26][CH:27]([CH3:29])[CH3:28])[NH:23][N:22]=2)=[N:4][C:5]([NH:10][C@H:11]([C:13]2[CH:18]=[CH:17][C:16]([F:19])=[CH:15][CH:14]=2)[CH3:12])=[C:6]([CH:9]=1)[C:7]#[N:8].[OH-:30].[K+].OO. Product: [F:1][C:2]1[C:3]([NH:20][C:21]2[CH:25]=[C:24]([O:26][CH:27]([CH3:29])[CH3:28])[NH:23][N:22]=2)=[N:4][C:5]([NH:10][C@H:11]([C:13]2[CH:18]=[CH:17][C:16]([F:19])=[CH:15][CH:14]=2)[CH3:12])=[C:6]([CH:9]=1)[C:7]([NH2:8])=[O:30]. The catalyst class is: 5.